This data is from Forward reaction prediction with 1.9M reactions from USPTO patents (1976-2016). The task is: Predict the product of the given reaction. (1) Given the reactants [H-].[Na+].[CH3:3][C:4]([O:7][C:8]([NH:10][CH:11]1[CH2:20][C:19]2[N:18]=[CH:17][C:16]([NH:21][C:22]3[C:23]([NH:30][CH2:31][C:32]([O:34]CC)=O)=[N:24][CH:25]=[C:26]([O:28][CH3:29])[CH:27]=3)=[CH:15][C:14]=2[CH2:13][CH2:12]1)=[O:9])([CH3:6])[CH3:5].[Cl-].[NH4+], predict the reaction product. The product is: [CH3:29][O:28][C:26]1[CH:25]=[N:24][C:23]2[NH:30][CH2:31][C:32](=[O:34])[N:21]([C:16]3[CH:17]=[N:18][C:19]4[CH2:20][CH:11]([NH:10][C:8](=[O:9])[O:7][C:4]([CH3:6])([CH3:3])[CH3:5])[CH2:12][CH2:13][C:14]=4[CH:15]=3)[C:22]=2[CH:27]=1. (2) Given the reactants [OH:1][C@H:2]1[CH2:6][CH2:5][N:4]([C:7]2[C:16]3[C:11](=[CH:12][CH:13]=[C:14]([C:17](O)=[O:18])[CH:15]=3)[N:10]=[C:9]([C:20]([F:23])([F:22])[F:21])[CH:8]=2)[CH2:3]1.F[P-](F)(F)(F)(F)F.C[N+](C)=C(N(C)C)ON1C2N=CC=CC=2N=N1.C(N(CC)C(C)C)(C)C.Cl.[NH2:58][C@@H:59]([C:61]1[C:66]([F:67])=[CH:65][C:64]([NH:68][S:69]([CH3:72])(=[O:71])=[O:70])=[C:63]([CH3:73])[CH:62]=1)[CH3:60].C([O-])(O)=O.[Na+], predict the reaction product. The product is: [F:67][C:66]1[CH:65]=[C:64]([NH:68][S:69]([CH3:72])(=[O:71])=[O:70])[C:63]([CH3:73])=[CH:62][C:61]=1[C@H:59]([NH:58][C:17]([C:14]1[CH:15]=[C:16]2[C:11](=[CH:12][CH:13]=1)[N:10]=[C:9]([C:20]([F:23])([F:22])[F:21])[CH:8]=[C:7]2[N:4]1[CH2:5][CH2:6][C@H:2]([OH:1])[CH2:3]1)=[O:18])[CH3:60]. (3) Given the reactants [Cl:1][C:2]1[CH:3]=[C:4]([CH2:9][CH2:10][CH2:11][CH2:12][OH:13])[CH:5]=[CH:6][C:7]=1[Cl:8].[Cr](Cl)([O-])(=O)=O.[NH+]1C=CC=CC=1, predict the reaction product. The product is: [Cl:1][C:2]1[CH:3]=[C:4]([CH2:9][CH2:10][CH2:11][CH:12]=[O:13])[CH:5]=[CH:6][C:7]=1[Cl:8]. (4) Given the reactants [C:1]([O:4][C@@H:5]1[C@@H:18]([O:19][C:20](=[O:22])[CH3:21])[C@H:17]([O:23][C:24](=[O:26])[CH3:25])[CH2:16][S:15][C@H:6]1[O:7][C:8]1[CH:13]=[CH:12][CH:11]=[C:10](Br)[CH:9]=1)(=[O:3])[CH3:2].[CH3:27][O:28][C:29]1[N:34]=[CH:33][C:32](B(O)O)=[CH:31][N:30]=1, predict the reaction product. The product is: [C:1]([O:4][C@@H:5]1[C@@H:18]([O:19][C:20](=[O:22])[CH3:21])[C@H:17]([O:23][C:24](=[O:26])[CH3:25])[CH2:16][S:15][C@H:6]1[O:7][C:8]1[CH:13]=[CH:12][CH:11]=[C:10]([C:32]2[CH:31]=[N:30][C:29]([O:28][CH3:27])=[N:34][CH:33]=2)[CH:9]=1)(=[O:3])[CH3:2]. (5) Given the reactants Cl([O-])=O.[Na+].[OH2:5].P([O-])(O)(O)=O.[Na+].[Cl:12][C:13]1[N:14]=[C:15]([CH3:20])[NH:16][C:17]=1[CH:18]=[O:19].CC(=CC)C, predict the reaction product. The product is: [Cl:12][C:13]1[N:14]=[C:15]([CH3:20])[NH:16][C:17]=1[C:18]([OH:5])=[O:19]. (6) Given the reactants NC1C=C(OC)C=CC=1[C:10]([C:12]1[CH:17]=[CH:16][CH:15]=[CH:14][C:13]=1[F:18])=[O:11].[Cl:19][C:20]1[CH:21]=[C:22]([CH:24]=[CH:25][C:26]=1[Cl:27])[NH2:23].FC1C=CC=CC=1C#N, predict the reaction product. The product is: [NH2:23][C:22]1[CH:21]=[C:20]([Cl:19])[C:26]([Cl:27])=[CH:25][C:24]=1[C:10]([C:12]1[CH:17]=[CH:16][CH:15]=[CH:14][C:13]=1[F:18])=[O:11].